This data is from Catalyst prediction with 721,799 reactions and 888 catalyst types from USPTO. The task is: Predict which catalyst facilitates the given reaction. Product: [CH3:1][O:2][CH2:3][CH2:4][O:5][C:6]1[CH:7]=[C:8]([NH:9][C:28](=[O:29])[O:27][C:24]([CH3:26])([CH3:25])[CH3:23])[CH:10]=[C:11]([N+:13]([O-:15])=[O:14])[CH:12]=1. The catalyst class is: 230. Reactant: [CH3:1][O:2][CH2:3][CH2:4][O:5][C:6]1[CH:7]=[C:8]([CH:10]=[C:11]([N+:13]([O-:15])=[O:14])[CH:12]=1)[NH2:9].CCN(CC)CC.[CH3:23][C:24]([O:27][C:28](O[C:28]([O:27][C:24]([CH3:26])([CH3:25])[CH3:23])=[O:29])=[O:29])([CH3:26])[CH3:25].